This data is from Microsomal clearance measurements from AstraZeneca. The task is: Regression/Classification. Given a drug SMILES string, predict its absorption, distribution, metabolism, or excretion properties. Task type varies by dataset: regression for continuous measurements (e.g., permeability, clearance, half-life) or binary classification for categorical outcomes (e.g., BBB penetration, CYP inhibition). For this dataset (clearance_microsome_az), we predict log10(clearance) (log10 of the in vitro intrinsic clearance, CLint, in uL/min per mg of human liver microsomal protein, equivalently mL/min/g; values are censored to the assay range of 3 to 150, which is 0.477 to 2.18 on this log10 scale). The compound is CCN(CC)CCNc1ncnc2c1sc1nc(N3CCOCC3)c3c(c12)CCCC3. The log10(clearance) is 0.980.